From a dataset of Full USPTO retrosynthesis dataset with 1.9M reactions from patents (1976-2016). Predict the reactants needed to synthesize the given product. (1) Given the product [CH2:1]([O:3][C:4](=[O:16])[CH2:5][CH2:6][C:7]1[CH:12]=[CH:11][C:10]([O:13][CH2:18][C:19]2[C:20]([CH3:35])=[N:21][C:22]([C:25]3[CH:26]=[CH:27][C:28]([C:31]([F:34])([F:32])[F:33])=[CH:29][CH:30]=3)=[CH:23][CH:24]=2)=[CH:9][C:8]=1[O:14][CH3:15])[CH3:2], predict the reactants needed to synthesize it. The reactants are: [CH2:1]([O:3][C:4](=[O:16])[CH2:5][CH2:6][C:7]1[CH:12]=[CH:11][C:10]([OH:13])=[CH:9][C:8]=1[O:14][CH3:15])[CH3:2].Cl[CH2:18][C:19]1[C:20]([CH3:35])=[N:21][C:22]([C:25]2[CH:30]=[CH:29][C:28]([C:31]([F:34])([F:33])[F:32])=[CH:27][CH:26]=2)=[CH:23][CH:24]=1. (2) The reactants are: [C:1]([O:4][CH2:5]C=C)(=[O:3])[CH3:2].C1[CH:12]2[CH:13]3[CH:17]=[CH:16][CH:15]([CH:11]2C=C1)[CH2:14]3. Given the product [CH3:5][O:4][C:1](=[O:3])[CH3:2].[CH:13]12[CH2:14][CH:15]([CH2:16][CH2:17]1)[CH:11]=[CH:12]2, predict the reactants needed to synthesize it. (3) Given the product [Cl:1][C:2]1[CH:7]=[CH:6][CH:5]=[CH:4][C:3]=1[S:8]([NH:11][C:12]1[CH:13]=[C:14]([N:21]2[CH2:22][CH2:23][NH:24][CH2:25][CH2:26]2)[C:15]2[O:19][CH:18]=[CH:17][C:16]=2[CH:20]=1)(=[O:9])=[O:10], predict the reactants needed to synthesize it. The reactants are: [Cl:1][C:2]1[CH:7]=[CH:6][CH:5]=[CH:4][C:3]=1[S:8]([NH:11][C:12]1[CH:13]=[C:14]([N:21]2[CH2:26][CH2:25][N:24](C(OC(C)(C)C)=O)[CH2:23][CH2:22]2)[C:15]2[O:19][CH:18]=[CH:17][C:16]=2[CH:20]=1)(=[O:10])=[O:9].C(O)(C(F)(F)F)=O.